Dataset: Reaction yield outcomes from USPTO patents with 853,638 reactions. Task: Predict the reaction yield, written as a fraction of the theoretical maximum amount of product (1.0 means a 100% yield; for example, 0.34 means a 34% yield). The reactants are [CH2:1]([N:4]([C:6]#[N:7])[NH2:5])[C:2]#[CH:3].[N-:8]=[N+:9]=[N-:10].[Na+].[Cl-].[NH4+]. The catalyst is CN(C)C=O. The product is [CH2:1]([N:4]([C:6]1[NH:10][N:9]=[N:8][N:7]=1)[NH2:5])[C:2]#[CH:3]. The yield is 0.570.